Predict the reaction yield, written as a fraction of the theoretical maximum amount of product (1.0 means a 100% yield; for example, 0.34 means a 34% yield). From a dataset of Reaction yield outcomes from USPTO patents with 853,638 reactions. (1) The reactants are [CH2:1]([Li])[CH2:2][CH2:3][CH3:4].C(C1C[N:12]([C:14]([O:16][C:17]([CH3:20])([CH3:19])[CH3:18])=[O:15])[CH2:11][CH2:10][N:9]1[C:21]([O:23][CH2:24][C:25]1[CH:30]=[CH:29][CH:28]=[CH:27][CH:26]=1)=[O:22])=O. The catalyst is [Br-].C[P+](C1C=CC=CC=1)(C1C=CC=CC=1)C1C=CC=CC=1.C1COCC1. The product is [CH:3]([CH:2]1[CH2:1][N:12]([C:14]([O:16][C:17]([CH3:20])([CH3:19])[CH3:18])=[O:15])[CH2:11][CH2:10][N:9]1[C:21]([O:23][CH2:24][C:25]1[CH:26]=[CH:27][CH:28]=[CH:29][CH:30]=1)=[O:22])=[CH2:4]. The yield is 0.760. (2) The reactants are [Cl-].[NH4+].F[P-](F)(F)(F)(F)F.[N:10]1([O:19][P+](N2CCCC2)(N2CCCC2)N2CCCC2)[C:14]2[CH:15]=[CH:16][CH:17]=[CH:18][C:13]=2N=N1.[OH:36]N1C2C=CC=CC=2N=N1.C([N:49]([CH2:53][CH3:54])[CH:50]([CH3:52])[CH3:51])(C)C.C[N:56](C)[CH:57]=[O:58]. No catalyst specified. The product is [CH3:52][C:50]1[NH:49][C:53]([C:16]2[CH:17]=[CH:18][CH:13]=[C:14]([N+:10]([O-:19])=[O:36])[CH:15]=2)=[CH:54][C:51]=1[C:57]([NH2:56])=[O:58]. The yield is 0.500.